Predict the product of the given reaction. From a dataset of Forward reaction prediction with 1.9M reactions from USPTO patents (1976-2016). Given the reactants [CH3:1][C:2]1[CH:21]=[CH:20][C:5]2[N:6]3[C:17]([C:18]#[N:19])=[CH:16][CH:15]=[C:7]3[C:8]3([CH2:14][CH2:13][NH:12][CH2:11][CH2:10]3)[O:9][C:4]=2[CH:3]=1.C(N(CC)CC)C.[F:29][C:30]([F:41])([F:40])[C:31](O[C:31](=[O:32])[C:30]([F:41])([F:40])[F:29])=[O:32], predict the reaction product. The product is: [CH3:1][C:2]1[CH:21]=[CH:20][C:5]2[N:6]3[C:17]([C:18]#[N:19])=[CH:16][CH:15]=[C:7]3[C:8]3([CH2:10][CH2:11][N:12]([C:31](=[O:32])[C:30]([F:41])([F:40])[F:29])[CH2:13][CH2:14]3)[O:9][C:4]=2[CH:3]=1.